The task is: Predict the product of the given reaction.. This data is from Forward reaction prediction with 1.9M reactions from USPTO patents (1976-2016). (1) Given the reactants [Cl:1][C:2]1[CH:7]=[CH:6][C:5]([C:8]2[CH:9]=[CH:10][C:11]([CH3:15])=[C:12](Br)[CH:13]=2)=[CH:4][CH:3]=1.C([Li])CCC.C[O:22][B:23](OC)[O:24]C.Cl, predict the reaction product. The product is: [Cl:1][C:2]1[CH:7]=[CH:6][C:5]([C:8]2[CH:9]=[CH:10][C:11]([CH3:15])=[C:12]([B:23]([OH:24])[OH:22])[CH:13]=2)=[CH:4][CH:3]=1. (2) Given the reactants [OH-].[Na+].[CH3:3][C:4]1[C:8]([C:9]2[CH:18]=[C:17]3[C:12]([C:13]([NH:28][C:29]4[CH:30]=[C:31]([CH:37]=[CH:38][CH:39]=4)[C:32]([O:34]CC)=[O:33])=[C:14]([C:19]([NH:21][CH:22]4[CH2:26][CH2:25][CH2:24][CH:23]4[OH:27])=[O:20])[CH:15]=[N:16]3)=[CH:11][CH:10]=2)=[C:7]([CH3:40])[O:6][N:5]=1, predict the reaction product. The product is: [CH3:3][C:4]1[C:8]([C:9]2[CH:18]=[C:17]3[C:12]([C:13]([NH:28][C:29]4[CH:30]=[C:31]([CH:37]=[CH:38][CH:39]=4)[C:32]([OH:34])=[O:33])=[C:14]([C:19]([NH:21][CH:22]4[CH2:26][CH2:25][CH2:24][CH:23]4[OH:27])=[O:20])[CH:15]=[N:16]3)=[CH:11][CH:10]=2)=[C:7]([CH3:40])[O:6][N:5]=1. (3) Given the reactants FC(F)(F)C(O)=O.[F:8][C:9]1[CH:14]=[CH:13][CH:12]=[C:11]([F:15])[C:10]=1[C:16]1[S:17][CH:18]=[C:19]([C:21]([NH:23][C:24]2[C:25]([O:30][CH:31]3[CH2:35][CH2:34][N:33](C(OC(C)(C)C)=O)[CH2:32]3)=[N:26][CH:27]=[N:28][CH:29]=2)=[O:22])[N:20]=1, predict the reaction product. The product is: [F:15][C:11]1[CH:12]=[CH:13][CH:14]=[C:9]([F:8])[C:10]=1[C:16]1[S:17][CH:18]=[C:19]([C:21]([NH:23][C:24]2[C:25]([O:30][CH:31]3[CH2:35][CH2:34][NH:33][CH2:32]3)=[N:26][CH:27]=[N:28][CH:29]=2)=[O:22])[N:20]=1. (4) Given the reactants Cl[C:2]1[C:7]([S:8][CH3:9])=[C:6]([O:10][CH3:11])[N:5]=[C:4]([O:12][CH3:13])[N:3]=1.[C:14]([O:21][CH3:22])(=[O:20])[CH2:15][C:16]([O:18][CH3:19])=[O:17].[H-].[Na+], predict the reaction product. The product is: [CH3:19][O:18][C:16](=[O:17])[CH:15]([C:2]1[C:7]([S:8][CH3:9])=[C:6]([O:10][CH3:11])[N:5]=[C:4]([O:12][CH3:13])[N:3]=1)[C:14]([O:21][CH3:22])=[O:20]. (5) Given the reactants [Cl:1][C:2]1[CH:32]=[C:31]([Cl:33])[CH:30]=[CH:29][C:3]=1[CH2:4][N:5]1[C:9]([CH2:10][CH2:11][CH2:12][O:13][C:14]2[N:15]=[C:16]([CH3:24])[S:17][C:18]=2[C:19](OCC)=[O:20])=[CH:8][C:7]([O:25][CH:26]([CH3:28])[CH3:27])=[N:6]1.[H-].C([Al+]CC(C)C)C(C)C.C(O)C.[Cl-].[NH4+], predict the reaction product. The product is: [Cl:1][C:2]1[CH:32]=[C:31]([Cl:33])[CH:30]=[CH:29][C:3]=1[CH2:4][N:5]1[C:9]([CH2:10][CH2:11][CH2:12][O:13][C:14]2[N:15]=[C:16]([CH3:24])[S:17][C:18]=2[CH2:19][OH:20])=[CH:8][C:7]([O:25][CH:26]([CH3:28])[CH3:27])=[N:6]1. (6) Given the reactants [NH:1]([C:8]1[N:13]=[C:12](O)[CH:11]=[CH:10][N:9]=1)[C:2]1[CH:7]=[CH:6][CH:5]=[CH:4][CH:3]=1.O=P(Cl)(Cl)[Cl:17], predict the reaction product. The product is: [Cl:17][C:12]1[CH:11]=[CH:10][N:9]=[C:8]([NH:1][C:2]2[CH:7]=[CH:6][CH:5]=[CH:4][CH:3]=2)[N:13]=1.